From a dataset of Full USPTO retrosynthesis dataset with 1.9M reactions from patents (1976-2016). Predict the reactants needed to synthesize the given product. (1) Given the product [Cl:1][C:2]1[CH:3]=[CH:4][C:5]([O:6][C:7]2[CH:12]=[CH:11][C:10]([NH:13][CH:14]([C:17]3[CH:22]=[CH:21][CH:20]=[C:19]([O:23][CH2:24][C:25]4[CH:30]=[CH:29][CH:28]=[CH:27][CH:26]=4)[CH:18]=3)[CH2:15][NH2:16])=[CH:9][CH:8]=2)=[CH:31][CH:32]=1, predict the reactants needed to synthesize it. The reactants are: [Cl:1][C:2]1[CH:32]=[CH:31][C:5]([O:6][C:7]2[CH:12]=[CH:11][C:10]([NH:13][CH:14]([C:17]3[CH:22]=[CH:21][CH:20]=[C:19]([O:23][CH2:24][C:25]4[CH:30]=[CH:29][CH:28]=[CH:27][CH:26]=4)[CH:18]=3)[C:15]#[N:16])=[CH:9][CH:8]=2)=[CH:4][CH:3]=1.[H-].[Al+3].[Li+].[H-].[H-].[H-]. (2) Given the product [CH3:1][C@H:2]1[CH2:3][O:4][CH:5]([C:8]2[CH:13]=[CH:12][CH:11]=[CH:10][N:9]=2)[CH2:6][N:7]1[C:22]1[N:27]=[C:26]([NH2:28])[C:25]([N+:29]([O-:31])=[O:30])=[CH:24][CH:23]=1, predict the reactants needed to synthesize it. The reactants are: [CH3:1][C@@H:2]1[NH:7][CH2:6][CH:5]([C:8]2[CH:13]=[CH:12][CH:11]=[CH:10][N:9]=2)[O:4][CH2:3]1.C(N(CC)CC)C.Cl[C:22]1[N:27]=[C:26]([NH2:28])[C:25]([N+:29]([O-:31])=[O:30])=[CH:24][CH:23]=1. (3) The reactants are: [CH2:1]([C:3]1[C:11]2[C:6](=[CH:7][CH:8]=[CH:9][C:10]=2[N+:12]([O-])=O)[N:5]([CH2:15][C:16]2[C:17]([O:23][CH3:24])=[N:18][C:19]([CH3:22])=[CH:20][CH:21]=2)[N:4]=1)[CH3:2].[NH4+].[Cl-]. Given the product [CH2:1]([C:3]1[C:11]2[C:10]([NH2:12])=[CH:9][CH:8]=[CH:7][C:6]=2[N:5]([CH2:15][C:16]2[C:17]([O:23][CH3:24])=[N:18][C:19]([CH3:22])=[CH:20][CH:21]=2)[N:4]=1)[CH3:2], predict the reactants needed to synthesize it. (4) The reactants are: [F:1][C:2]1[CH:7]=[CH:6][C:5]([C:8]2[C:9]3[N:10]([CH:17]=[CH:18][CH:19]=3)[N:11]=[C:12]([CH3:16])[C:13]=2[CH2:14][OH:15])=[CH:4][CH:3]=1.C(N(CC)CC)C. Given the product [F:1][C:2]1[CH:3]=[CH:4][C:5]([C:8]2[C:9]3[N:10]([CH:17]=[CH:18][CH:19]=3)[N:11]=[C:12]([CH3:16])[C:13]=2[CH:14]=[O:15])=[CH:6][CH:7]=1, predict the reactants needed to synthesize it. (5) Given the product [F:24][C:25]1[CH:26]=[C:27]([C:31]2[C:32]3[N:38]=[C:16]([C:15]4[C:9]5[C:10](=[N:11][CH:12]=[C:7]([C:3]6[CH:2]=[N:1][CH:6]=[CH:5][CH:4]=6)[CH:8]=5)[N:13]([CH:18]5[CH2:23][CH2:22][CH2:21][CH2:20][O:19]5)[N:14]=4)[NH:37][C:33]=3[CH:34]=[N:35][CH:36]=2)[CH:28]=[CH:29][CH:30]=1, predict the reactants needed to synthesize it. The reactants are: [N:1]1[CH:6]=[CH:5][CH:4]=[C:3]([C:7]2[CH:8]=[C:9]3[C:15]([CH:16]=O)=[N:14][N:13]([CH:18]4[CH2:23][CH2:22][CH2:21][CH2:20][O:19]4)[C:10]3=[N:11][CH:12]=2)[CH:2]=1.[F:24][C:25]1[CH:26]=[C:27]([C:31]2[C:32]([NH2:38])=[C:33]([NH2:37])[CH:34]=[N:35][CH:36]=2)[CH:28]=[CH:29][CH:30]=1.[S]. (6) The reactants are: Cl[C:2]1[CH:3]=[CH:4][C:5]2[N:6]([C:8]([CH:11]([CH3:13])[CH3:12])=[N:9][N:10]=2)[N:7]=1.[C:14]([CH2:16][C:17]([O:19][CH2:20][CH3:21])=[O:18])#[N:15].[H-].[Na+]. Given the product [C:14]([CH:16]([C:2]1[CH:3]=[CH:4][C:5]2[N:6]([C:8]([CH:11]([CH3:13])[CH3:12])=[N:9][N:10]=2)[N:7]=1)[C:17]([O:19][CH2:20][CH3:21])=[O:18])#[N:15], predict the reactants needed to synthesize it.